From a dataset of NCI-60 drug combinations with 297,098 pairs across 59 cell lines. Regression. Given two drug SMILES strings and cell line genomic features, predict the synergy score measuring deviation from expected non-interaction effect. (1) Drug 1: C1CCN(CC1)CCOC2=CC=C(C=C2)C(=O)C3=C(SC4=C3C=CC(=C4)O)C5=CC=C(C=C5)O. Drug 2: CN(C(=O)NC(C=O)C(C(C(CO)O)O)O)N=O. Cell line: RPMI-8226. Synergy scores: CSS=-19.1, Synergy_ZIP=14.2, Synergy_Bliss=18.2, Synergy_Loewe=-10.5, Synergy_HSA=-4.79. (2) Drug 1: CC12CCC3C(C1CCC2O)C(CC4=C3C=CC(=C4)O)CCCCCCCCCS(=O)CCCC(C(F)(F)F)(F)F. Drug 2: C1=NNC2=C1C(=O)NC=N2. Cell line: A498. Synergy scores: CSS=1.06, Synergy_ZIP=-0.723, Synergy_Bliss=0.326, Synergy_Loewe=-0.418, Synergy_HSA=0.0530. (3) Drug 1: CC12CCC3C(C1CCC2=O)CC(=C)C4=CC(=O)C=CC34C. Drug 2: CN(C)C1=NC(=NC(=N1)N(C)C)N(C)C. Cell line: KM12. Synergy scores: CSS=51.8, Synergy_ZIP=-1.12, Synergy_Bliss=0.292, Synergy_Loewe=1.78, Synergy_HSA=2.03. (4) Drug 1: CN(C)C1=NC(=NC(=N1)N(C)C)N(C)C. Drug 2: C1=NC2=C(N=C(N=C2N1C3C(C(C(O3)CO)O)O)F)N. Cell line: HCT-15. Synergy scores: CSS=-9.56, Synergy_ZIP=0.965, Synergy_Bliss=-7.02, Synergy_Loewe=-10.2, Synergy_HSA=-10.5.